Dataset: Peptide-MHC class I binding affinity with 185,985 pairs from IEDB/IMGT. Task: Regression. Given a peptide amino acid sequence and an MHC pseudo amino acid sequence, predict their binding affinity value. This is MHC class I binding data. (1) The peptide sequence is WPVMNHKNK. The MHC is HLA-B07:02 with pseudo-sequence HLA-B07:02. The binding affinity (normalized) is 0. (2) The peptide sequence is KLVALGINAV. The MHC is HLA-A68:02 with pseudo-sequence HLA-A68:02. The binding affinity (normalized) is 0.126. (3) The peptide sequence is RADEINAIL. The MHC is HLA-A03:01 with pseudo-sequence HLA-A03:01. The binding affinity (normalized) is 0.0847.